This data is from Full USPTO retrosynthesis dataset with 1.9M reactions from patents (1976-2016). The task is: Predict the reactants needed to synthesize the given product. (1) Given the product [Cl:17][C:2]1[C:7]([N+:8]([O-:10])=[O:9])=[CH:6][C:5]([CH2:11][CH:12]([CH3:14])[CH3:13])=[CH:4][N:3]=1, predict the reactants needed to synthesize it. The reactants are: O[C:2]1[C:7]([N+:8]([O-:10])=[O:9])=[CH:6][C:5]([CH2:11][CH:12]([CH3:14])[CH3:13])=[CH:4][N:3]=1.P(Cl)(Cl)([Cl:17])=O.[Na].C(=O)([O-])O. (2) Given the product [F:1][C:2]1[CH:3]=[CH:4][C:5]2=[C:6]([CH:35]=1)[O:7][CH2:8][C:9]1[CH:19]=[C:18]([CH2:20][N:21]3[C:25]4[CH:26]=[CH:27][CH:28]=[C:29]([OH:30])[C:24]=4[N:23]=[C:22]3[CH2:32][OH:33])[CH:17]=[CH:16][C:10]=1/[C:11]/2=[C:12](/[CH3:15])\[C:13]#[N:14], predict the reactants needed to synthesize it. The reactants are: [F:1][C:2]1[CH:3]=[CH:4][C:5]2=[C:6]([CH:35]=1)[O:7][CH2:8][C:9]1[CH:19]=[C:18]([CH2:20][N:21]3[C:25]4[CH:26]=[CH:27][CH:28]=[C:29]([O:30]C)[C:24]=4[N:23]=[C:22]3[CH2:32][O:33]C)[CH:17]=[CH:16][C:10]=1/[C:11]/2=[C:12](/[CH3:15])\[C:13]#[N:14].B(Br)(Br)Br.[OH-].[Na+].